From a dataset of Forward reaction prediction with 1.9M reactions from USPTO patents (1976-2016). Predict the product of the given reaction. Given the reactants [CH3:1][O:2][C:3]1[CH:4]=[CH:5][C:6]2[CH2:7][C@@H:8]3[O:10][C@@H:9]3[C:11]=2[CH:12]=1.[NH:13]1[CH2:18][CH2:17][CH2:16][C@@H:15]([NH:19][C:20](=[O:26])[O:21][C:22]([CH3:25])([CH3:24])[CH3:23])[CH2:14]1, predict the reaction product. The product is: [OH:10][C@H:8]1[CH2:7][C:6]2[C:11](=[CH:12][C:3]([O:2][CH3:1])=[CH:4][CH:5]=2)[C@@H:9]1[N:13]1[CH2:18][CH2:17][CH2:16][C@@H:15]([NH:19][C:20](=[O:26])[O:21][C:22]([CH3:24])([CH3:23])[CH3:25])[CH2:14]1.